From a dataset of Forward reaction prediction with 1.9M reactions from USPTO patents (1976-2016). Predict the product of the given reaction. (1) Given the reactants [Cl:1][C:2]1[CH:3]=[C:4]([C:10]2([C:15]([F:18])([F:17])[F:16])[CH2:14][CH2:13][NH:12][CH2:11]2)[CH:5]=[C:6]([Cl:9])[C:7]=1[F:8].F[C:20]1[CH:27]=[CH:26][C:23]([C:24]#[N:25])=[C:22]([C:28]([F:31])([F:30])[F:29])[CH:21]=1.C(N(CC)C(C)C)(C)C.COC(C)(C)C, predict the reaction product. The product is: [Cl:1][C:2]1[CH:3]=[C:4]([C:10]2([C:15]([F:18])([F:17])[F:16])[CH2:14][CH2:13][N:12]([C:20]3[CH:27]=[CH:26][C:23]([C:24]#[N:25])=[C:22]([C:28]([F:29])([F:31])[F:30])[CH:21]=3)[CH2:11]2)[CH:5]=[C:6]([Cl:9])[C:7]=1[F:8]. (2) Given the reactants C(N(CC)CC)C.[CH3:8][N:9]([CH3:15])[CH2:10][CH2:11][CH2:12][NH:13][CH3:14].O1CCCC1.[Cl:21][C:22]1[CH:23]=[C:24]([S:29](Cl)(=[O:31])=[O:30])[CH:25]=[N:26][C:27]=1[Cl:28], predict the reaction product. The product is: [Cl:21][C:22]1[CH:23]=[C:24]([S:29]([N:13]([CH2:12][CH2:11][CH2:10][N:9]([CH3:15])[CH3:8])[CH3:14])(=[O:31])=[O:30])[CH:25]=[N:26][C:27]=1[Cl:28]. (3) Given the reactants [CH3:1][O:2][C:3]1[CH:4]=[C:5]2[C:10](=[CH:11][C:12]=1[O:13][CH3:14])[N:9]=[CH:8][N:7]=[C:6]2[O:15][C:16]1[CH:22]=[CH:21][C:19]([NH2:20])=[CH:18][CH:17]=1.C1(C)C=CC=CC=1.C(N(CC)CC)C.Cl[C:38](Cl)([O:40]C(=O)OC(Cl)(Cl)Cl)Cl.[CH3:49][N:50]([CH3:60])[C:51]1[CH:52]=[C:53]([CH:57]=[CH:58][CH:59]=1)[CH:54]([OH:56])[CH3:55], predict the reaction product. The product is: [CH3:1][O:2][C:3]1[CH:4]=[C:5]2[C:10](=[CH:11][C:12]=1[O:13][CH3:14])[N:9]=[CH:8][N:7]=[C:6]2[O:15][C:16]1[CH:22]=[CH:21][C:19]([NH:20][C:38](=[O:40])[O:56][CH:54]([C:53]2[CH:57]=[CH:58][CH:59]=[C:51]([N:50]([CH3:49])[CH3:60])[CH:52]=2)[CH3:55])=[CH:18][CH:17]=1. (4) Given the reactants C([Li])(CC)C.[F:6][C:7]1[CH:12]=[CH:11][N:10]=[C:9]2[N:13]([Si:16]([CH:23]([CH3:25])[CH3:24])([CH:20]([CH3:22])[CH3:21])[CH:17]([CH3:19])[CH3:18])[CH:14]=[CH:15][C:8]=12.CC1(C)[C@@]23C4(ON4S(=O)(=[O:34])C2)C[C@@H]1CC3.[Cl-].[NH4+], predict the reaction product. The product is: [F:6][C:7]1[C:12]([OH:34])=[CH:11][N:10]=[C:9]2[N:13]([Si:16]([CH:20]([CH3:22])[CH3:21])([CH:23]([CH3:25])[CH3:24])[CH:17]([CH3:18])[CH3:19])[CH:14]=[CH:15][C:8]=12. (5) The product is: [N:1]1[CH:6]=[CH:5][CH:4]=[CH:3][C:2]=1[CH2:7][O:8][C:9]1[CH:14]=[CH:13][C:12]([CH2:15][CH2:16][CH:17]([CH2:22][CH2:23][CH2:24][C:25]2[CH:30]=[CH:29][CH:28]=[CH:27][CH:26]=2)[C:18]([OH:20])=[O:19])=[CH:11][CH:10]=1. Given the reactants [N:1]1[CH:6]=[CH:5][CH:4]=[CH:3][C:2]=1[CH2:7][O:8][C:9]1[CH:14]=[CH:13][C:12]([CH2:15][CH2:16][CH:17]([CH2:22][CH2:23][CH2:24][C:25]2[CH:30]=[CH:29][CH:28]=[CH:27][CH:26]=2)[C:18]([O:20]C)=[O:19])=[CH:11][CH:10]=1, predict the reaction product. (6) Given the reactants [NH2:1][C:2]1[CH:23]=[CH:22][C:5]([O:6][C:7]2[C:16]3[C:11](=[CH:12][C:13]([O:17][CH2:18][C@H:19]([OH:21])[CH3:20])=[CH:14][CH:15]=3)[N:10]=[CH:9][CH:8]=2)=[CH:4][CH:3]=1.[CH3:24][N:25]1[C:29]([CH3:30])=[C:28]([C:31](O)=[O:32])[C:27](=[O:34])[N:26]1[C:35]1[CH:40]=[CH:39][CH:38]=[CH:37][CH:36]=1.C1C=NC2N(O)N=NC=2C=1.CCN=C=NCCCN(C)C, predict the reaction product. The product is: [OH:21][C@H:19]([CH3:20])[CH2:18][O:17][C:13]1[CH:12]=[C:11]2[C:16]([C:7]([O:6][C:5]3[CH:4]=[CH:3][C:2]([NH:1][C:31]([C:28]4[C:27](=[O:34])[N:26]([C:35]5[CH:36]=[CH:37][CH:38]=[CH:39][CH:40]=5)[N:25]([CH3:24])[C:29]=4[CH3:30])=[O:32])=[CH:23][CH:22]=3)=[CH:8][CH:9]=[N:10]2)=[CH:15][CH:14]=1. (7) The product is: [CH3:2][N:3]([C:15]1[CH:20]=[CH:19][CH:18]=[CH:17][N:16]=1)[CH2:4][CH2:5][NH:6][C:7](=[O:13])[O:8][C:9]([CH3:10])([CH3:12])[CH3:11]. Given the reactants Cl.[CH3:2][NH:3][CH2:4][CH2:5][NH:6][C:7](=[O:13])[O:8][C:9]([CH3:12])([CH3:11])[CH3:10].Cl[C:15]1[CH:20]=[CH:19][CH:18]=[CH:17][N:16]=1.C(N(CC)CC)C, predict the reaction product.